Dataset: Full USPTO retrosynthesis dataset with 1.9M reactions from patents (1976-2016). Task: Predict the reactants needed to synthesize the given product. (1) Given the product [CH3:39][O:38][C:36](=[O:37])[CH2:35][C:32]1[CH:33]=[CH:34][C:29]([O:28][CH2:24][C:21]2[CH:22]=[CH:23][C:18]([C:17]3[O:16][N:15]=[C:14]([CH3:26])[C:13]=3[NH:12][C:11]([O:10][C@@H:8]([C:3]3[CH:4]=[CH:5][CH:6]=[CH:7][C:2]=3[Cl:1])[CH3:9])=[O:27])=[CH:19][CH:20]=2)=[CH:30][CH:31]=1, predict the reactants needed to synthesize it. The reactants are: [Cl:1][C:2]1[CH:7]=[CH:6][CH:5]=[CH:4][C:3]=1[C@H:8]([O:10][C:11](=[O:27])[NH:12][C:13]1[C:14]([CH3:26])=[N:15][O:16][C:17]=1[C:18]1[CH:23]=[CH:22][C:21]([CH2:24]Cl)=[CH:20][CH:19]=1)[CH3:9].[OH:28][C:29]1[CH:34]=[CH:33][C:32]([CH2:35][C:36]([O:38][CH3:39])=[O:37])=[CH:31][CH:30]=1. (2) Given the product [ClH:43].[ClH:43].[CH2:40]([C:32]1[N:31]([C:20]2[N:19]=[C:18]3[C:23]([N:24]=[C:16]([C:10]4([O:14][CH3:15])[CH2:11][CH2:12][CH2:13][NH:8][CH2:9]4)[N:17]3[CH3:42])=[C:22]([N:25]3[CH2:26][CH2:27][O:28][CH2:29][CH2:30]3)[N:21]=2)[C:35]2[CH:36]=[CH:37][CH:38]=[CH:39][C:34]=2[N:33]=1)[CH3:41], predict the reactants needed to synthesize it. The reactants are: C(OC([N:8]1[CH2:13][CH2:12][CH2:11][C:10]([C:16]2[N:17]([CH3:42])[C:18]3[C:23]([N:24]=2)=[C:22]([N:25]2[CH2:30][CH2:29][O:28][CH2:27][CH2:26]2)[N:21]=[C:20]([N:31]2[C:35]4[CH:36]=[CH:37][CH:38]=[CH:39][C:34]=4[N:33]=[C:32]2[CH2:40][CH3:41])[N:19]=3)([O:14][CH3:15])[CH2:9]1)=O)(C)(C)C.[ClH:43]. (3) Given the product [Cl:9][C:6]1[CH:5]=[C:4]([F:10])[C:3]([N:11]2[C:16](=[O:17])[CH:15]=[C:14]([C:18]([F:21])([F:20])[F:19])[N:13]([CH3:22])[C:12]2=[O:23])=[C:2]([NH:1][C:41]([C:32]2[CH:33]=[CH:34][C:35]3[C:40](=[CH:39][CH:38]=[CH:37][CH:36]=3)[CH:31]=2)=[O:42])[C:7]=1[CH3:8], predict the reactants needed to synthesize it. The reactants are: [NH2:1][C:2]1[C:7]([CH3:8])=[C:6]([Cl:9])[CH:5]=[C:4]([F:10])[C:3]=1[N:11]1[C:16](=[O:17])[CH:15]=[C:14]([C:18]([F:21])([F:20])[F:19])[N:13]([CH3:22])[C:12]1=[O:23].C(N(CC)CC)C.[CH:31]1[C:40]2[C:35](=[CH:36][CH:37]=[CH:38][CH:39]=2)[CH:34]=[CH:33][C:32]=1[C:41](Cl)=[O:42].